Dataset: TCR-epitope binding with 47,182 pairs between 192 epitopes and 23,139 TCRs. Task: Binary Classification. Given a T-cell receptor sequence (or CDR3 region) and an epitope sequence, predict whether binding occurs between them. The epitope is KAYNVTQAF. The TCR CDR3 sequence is CASSQDARGPNEQYF. Result: 1 (the TCR binds to the epitope).